Predict the reactants needed to synthesize the given product. From a dataset of Full USPTO retrosynthesis dataset with 1.9M reactions from patents (1976-2016). (1) Given the product [C:1]([C:3]1[CH:4]=[C:5]([CH:32]([CH3:34])[CH3:33])[C:6]2[O:10][C:9]([C:11]3[CH:12]=[CH:13][C:14]([C:15]([NH:17][CH2:18][C@H:5]4[O:36][CH2:35][CH2:9][NH:8][CH2:7][CH2:6]4)=[O:16])=[CH:29][CH:30]=3)=[N:8][C:7]=2[CH:31]=1)#[N:2], predict the reactants needed to synthesize it. The reactants are: [C:1]([C:3]1[CH:4]=[C:5]([CH:32]([CH3:34])[CH3:33])[C:6]2[O:10][C:9]([C:11]3[CH:30]=[CH:29][C:14]([C:15]([NH:17][CH2:18]OC(N4CCCOCC4)=O)=[O:16])=[CH:13][CH:12]=3)=[N:8][C:7]=2[CH:31]=1)#[N:2].[CH3:35][OH:36]. (2) The reactants are: [C:1]([O:5][C:6](=[O:28])[CH2:7][C@H:8]([C:18]1[O:22][N:21]=[C:20]([C:23]([O:25]CC)=O)[N:19]=1)[CH2:9][CH2:10][CH2:11][CH:12]1[CH2:17][CH2:16][CH2:15][CH2:14][CH2:13]1)([CH3:4])([CH3:3])[CH3:2].[NH:29]1[CH2:33][CH2:32][CH2:31][CH2:30]1. Given the product [CH:12]1([CH2:11][CH2:10][CH2:9][C@@H:8]([C:18]2[O:22][N:21]=[C:20]([C:23]([N:29]3[CH2:33][CH2:32][CH2:31][CH2:30]3)=[O:25])[N:19]=2)[CH2:7][C:6]([O:5][C:1]([CH3:2])([CH3:3])[CH3:4])=[O:28])[CH2:17][CH2:16][CH2:15][CH2:14][CH2:13]1, predict the reactants needed to synthesize it. (3) Given the product [C:5]([C:9]1[C:10]([OH:16])=[CH:11][C:12]([CH3:15])=[C:13]([CH:14]=1)[CH:17]=[O:18])([CH3:8])([CH3:7])[CH3:6], predict the reactants needed to synthesize it. The reactants are: [Cl-].[Al+3].[Cl-].[Cl-].[C:5]([C:9]1[CH:14]=[CH:13][C:12]([CH3:15])=[CH:11][C:10]=1[OH:16])([CH3:8])([CH3:7])[CH3:6].[CH:17](OCC)(OCC)[O:18]CC.Cl. (4) Given the product [C:19]([CH2:20][NH:21][C:13](=[O:15])[C:12]1[CH:11]=[CH:10][C:9]([CH2:1][CH2:2][CH2:3][CH2:4][CH2:5][CH2:6][CH2:7][CH3:8])=[CH:17][CH:16]=1)#[N:18], predict the reactants needed to synthesize it. The reactants are: [CH2:1]([C:9]1[CH:17]=[CH:16][C:12]([C:13]([OH:15])=O)=[CH:11][CH:10]=1)[CH2:2][CH2:3][CH2:4][CH2:5][CH2:6][CH2:7][CH3:8].[NH2:18][CH2:19][C:20]#[N:21]. (5) The reactants are: [C:1]([C:4]1[C:11]([OH:12])=[CH:10][C:7]([C:8]#[N:9])=[C:6]([Cl:13])[CH:5]=1)(=[O:3])[CH3:2].[I:14]N1C(=O)CCC1=O. Given the product [C:1]([C:4]1[CH:5]=[C:6]([Cl:13])[C:7]([C:8]#[N:9])=[C:10]([I:14])[C:11]=1[OH:12])(=[O:3])[CH3:2], predict the reactants needed to synthesize it. (6) Given the product [F:1][C:2]1[CH:7]=[CH:6][C:5]([C:8]2[C:9]([C:21]3[CH:26]=[CH:25][CH:24]=[CH:23][CH:22]=3)=[C:10]([C:18]([NH2:28])=[O:20])[N:11]([CH:15]([CH3:17])[CH3:16])[C:12]=2[CH:13]=[O:14])=[CH:4][CH:3]=1, predict the reactants needed to synthesize it. The reactants are: [F:1][C:2]1[CH:7]=[CH:6][C:5]([C:8]2[C:9]([C:21]3[CH:26]=[CH:25][CH:24]=[CH:23][CH:22]=3)=[C:10]([C:18]([OH:20])=O)[N:11]([CH:15]([CH3:17])[CH3:16])[C:12]=2[CH:13]=[O:14])=[CH:4][CH:3]=1.[OH-].[NH4+:28].